This data is from Forward reaction prediction with 1.9M reactions from USPTO patents (1976-2016). The task is: Predict the product of the given reaction. Given the reactants [CH3:1][N:2]([CH3:32])[C:3]1[N:12]=[C:11]([NH:13][CH2:14][C:15]2[CH:20]=[CH:19][C:18]([NH:21][C:22](=[O:30])[C:23]3[CH:28]=[CH:27][C:26]([F:29])=[CH:25][CH:24]=3)=[CH:17][CH:16]=2)[C:10]2[C:5](=[CH:6][C:7](I)=[CH:8][CH:9]=2)[N:4]=1.[CH3:33][C:34]([CH3:41])([CH3:40])/[CH:35]=[CH:36]/B(O)O.Cl, predict the reaction product. The product is: [CH3:1][N:2]([CH3:32])[C:3]1[N:12]=[C:11]([NH:13][CH2:14][C:15]2[CH:20]=[CH:19][C:18]([NH:21][C:22](=[O:30])[C:23]3[CH:28]=[CH:27][C:26]([F:29])=[CH:25][CH:24]=3)=[CH:17][CH:16]=2)[C:10]2[C:5](=[CH:6][C:7](/[CH:36]=[CH:35]/[C:34]([CH3:41])([CH3:40])[CH3:33])=[CH:8][CH:9]=2)[N:4]=1.